Dataset: NCI-60 drug combinations with 297,098 pairs across 59 cell lines. Task: Regression. Given two drug SMILES strings and cell line genomic features, predict the synergy score measuring deviation from expected non-interaction effect. (1) Drug 1: CC1=C2C(C(=O)C3(C(CC4C(C3C(C(C2(C)C)(CC1OC(=O)C(C(C5=CC=CC=C5)NC(=O)OC(C)(C)C)O)O)OC(=O)C6=CC=CC=C6)(CO4)OC(=O)C)O)C)O. Drug 2: C1=CC=C(C(=C1)C(C2=CC=C(C=C2)Cl)C(Cl)Cl)Cl. Cell line: OVCAR3. Synergy scores: CSS=6.11, Synergy_ZIP=5.49, Synergy_Bliss=10.6, Synergy_Loewe=9.28, Synergy_HSA=8.51. (2) Drug 1: C1CC(C1)(C(=O)O)C(=O)O.[NH2-].[NH2-].[Pt+2]. Drug 2: CN1C(=O)N2C=NC(=C2N=N1)C(=O)N. Cell line: UO-31. Synergy scores: CSS=5.25, Synergy_ZIP=-2.93, Synergy_Bliss=-1.87, Synergy_Loewe=-3.04, Synergy_HSA=-1.33.